Dataset: Reaction yield outcomes from USPTO patents with 853,638 reactions. Task: Predict the reaction yield, written as a fraction of the theoretical maximum amount of product (1.0 means a 100% yield; for example, 0.34 means a 34% yield). (1) The reactants are S(=O)(=O)(O)O.N([O-])=O.[Na+].N[C:11]1[CH:20]=[C:19]2[C:14]([CH:15]=[C:16]([C:22]3[CH:27]=[CH:26][CH:25]=[CH:24][C:23]=3[C:28]([F:31])([F:30])[F:29])[NH:17][C:18]2=[O:21])=[CH:13][CH:12]=1.[I-:32].[Na+].C(=O)(O)[O-].[Na+]. The catalyst is [Cu](I)I.C(O)(=O)C. The product is [I:32][C:11]1[CH:20]=[C:19]2[C:14]([CH:15]=[C:16]([C:22]3[CH:27]=[CH:26][CH:25]=[CH:24][C:23]=3[C:28]([F:31])([F:30])[F:29])[NH:17][C:18]2=[O:21])=[CH:13][CH:12]=1. The yield is 0.900. (2) The reactants are [CH3:1][C:2]1[C:6]2[C:7](=[O:19])[N:8]([CH2:11][CH2:12][N:13]3[CH2:18][CH2:17][CH2:16][CH2:15][CH2:14]3)[CH2:9][CH2:10][C:5]=2[NH:4][C:3]=1[CH:20]=O.[F:22][C:23]1[CH:24]=[C:25]2[C:29](=[CH:30][C:31]=1[NH:32][C:33](=[O:37])[CH2:34][O:35]C)[NH:28][C:27](=[O:38])[CH2:26]2. No catalyst specified. The product is [F:22][C:23]1[CH:24]=[C:25]2[C:29](=[CH:30][C:31]=1[NH:32][C:33](=[O:37])[CH2:34][OH:35])[NH:28][C:27](=[O:38])[C:26]2=[CH:20][C:3]1[NH:4][C:5]2[CH2:10][CH2:9][N:8]([CH2:11][CH2:12][N:13]3[CH2:14][CH2:15][CH2:16][CH2:17][CH2:18]3)[C:7](=[O:19])[C:6]=2[C:2]=1[CH3:1]. The yield is 0.527. (3) The reactants are [CH3:1][S:2]([O:5][C:6]1[C:7]([CH:28]=[O:29])=[C:8]([C:14]2[C:19]([CH:20]=[O:21])=[CH:18][C:17]([O:22][CH3:23])=[C:16]([O:24][CH3:25])[C:15]=2[O:26][CH3:27])[CH:9]=[CH:10][C:11]=1[O:12][CH3:13])(=[O:4])=[O:3].[BH4-].[Na+].O.C(OCC)(=O)C. The catalyst is CO. The product is [CH3:1][S:2]([O:5][C:6]1[C:7]([CH2:28][OH:29])=[C:8]([C:14]2[C:19]([CH2:20][OH:21])=[CH:18][C:17]([O:22][CH3:23])=[C:16]([O:24][CH3:25])[C:15]=2[O:26][CH3:27])[CH:9]=[CH:10][C:11]=1[O:12][CH3:13])(=[O:4])=[O:3]. The yield is 0.960. (4) The reactants are CN.[CH3:3][O:4][C:5]([C:7]1[CH:12]([C:13]2[CH:18]=[CH:17][CH:16]=[CH:15][C:14]=2[Cl:19])[C:11]([C:20]([O:22][CH3:23])=[O:21])=[C:10]([CH3:24])[NH:9][C:8]=1[CH2:25][O:26][CH2:27][CH2:28][N:29]1C(=O)C2C(=CC=CC=2)C1=O)=[O:6]. The catalyst is O. The product is [CH3:3][O:4][C:5]([C:7]1[CH:12]([C:13]2[CH:18]=[CH:17][CH:16]=[CH:15][C:14]=2[Cl:19])[C:11]([C:20]([O:22][CH3:23])=[O:21])=[C:10]([CH3:24])[NH:9][C:8]=1[CH2:25][O:26][CH2:27][CH2:28][NH2:29])=[O:6]. The yield is 0.840. (5) The catalyst is C1(C)C=CC=CC=1. The reactants are [Br:1][CH2:2][C:3]1[CH:8]=[CH:7][C:6]([O:9][CH3:10])=[C:5]([C:11]([F:14])([F:13])[F:12])[CH:4]=1.[C:15]1([P:21]([C:28]2[CH:33]=[CH:32][CH:31]=[CH:30][CH:29]=2)[C:22]2[CH:27]=[CH:26][CH:25]=[CH:24][CH:23]=2)[CH:20]=[CH:19][CH:18]=[CH:17][CH:16]=1. The product is [Br-:1].[CH3:10][O:9][C:6]1[CH:7]=[CH:8][C:3]([CH2:2][P+:21]([C:22]2[CH:23]=[CH:24][CH:25]=[CH:26][CH:27]=2)([C:28]2[CH:33]=[CH:32][CH:31]=[CH:30][CH:29]=2)[C:15]2[CH:16]=[CH:17][CH:18]=[CH:19][CH:20]=2)=[CH:4][C:5]=1[C:11]([F:14])([F:13])[F:12]. The yield is 0.940. (6) The reactants are Br[C:2]1[C:3]([C:9]2[N:13]([CH2:14][C:15]3[CH:20]=[CH:19][C:18]([F:21])=[CH:17][CH:16]=3)[N:12]=[CH:11][CH:10]=2)=[CH:4][C:5]([NH2:8])=[N:6][CH:7]=1.[O:22]([C:24]1[CH:25]=[C:26]([N:39]2[CH2:44][CH2:43][N:42]([CH3:45])[CH2:41][CH2:40]2)[CH:27]=[CH:28][C:29]=1B1OC(C)(C)C(C)(C)O1)[CH3:23]. No catalyst specified. The product is [F:21][C:18]1[CH:19]=[CH:20][C:15]([CH2:14][N:13]2[C:9]([C:3]3[C:2]([C:29]4[CH:28]=[CH:27][C:26]([N:39]5[CH2:40][CH2:41][N:42]([CH3:45])[CH2:43][CH2:44]5)=[CH:25][C:24]=4[O:22][CH3:23])=[CH:7][N:6]=[C:5]([NH2:8])[CH:4]=3)=[CH:10][CH:11]=[N:12]2)=[CH:16][CH:17]=1. The yield is 0.420. (7) The reactants are [C@@H:1]1([N:7]2[C:15](=[O:16])[C:14]3[C:9](=[CH:10][CH:11]=[CH:12][CH:13]=3)[C:8]2=[O:17])[CH2:6][CH2:5][CH2:4][CH:3]=[CH:2]1.C[N+]1([O-])CC[O:22]CC1.CC(C)=O.[OH2:30]. The catalyst is [Os](=O)(=O)(=O)=O. The product is [OH:30][C@@H:2]1[C@H:3]([OH:22])[CH2:4][CH2:5][CH2:6][C@H:1]1[N:7]1[C:15](=[O:16])[C:14]2[C:9](=[CH:10][CH:11]=[CH:12][CH:13]=2)[C:8]1=[O:17]. The yield is 0.950.